From a dataset of Forward reaction prediction with 1.9M reactions from USPTO patents (1976-2016). Predict the product of the given reaction. (1) Given the reactants [Cl:1][C:2]1[C:6]([Cl:7])=[C:5]([CH3:8])[NH:4][C:3]=1[C:9]([NH:11][CH:12]1[CH2:17][CH2:16][N:15]([C:18]2[N:23]=[C:22]([N:24]3[CH2:29][CH2:28][NH:27][CH2:26][CH2:25]3)[N:21]=[C:20]([C:30](O)=[O:31])[CH:19]=2)[CH2:14][CH2:13]1)=[O:10].Cl.[O:34]([NH2:36])[CH3:35], predict the reaction product. The product is: [Cl:1][C:2]1[C:6]([Cl:7])=[C:5]([CH3:8])[NH:4][C:3]=1[C:9]([NH:11][CH:12]1[CH2:13][CH2:14][N:15]([C:18]2[N:23]=[C:22]([N:24]3[CH2:29][CH2:28][NH:27][CH2:26][CH2:25]3)[N:21]=[C:20]([C:30]([NH:36][O:34][CH3:35])=[O:31])[CH:19]=2)[CH2:16][CH2:17]1)=[O:10]. (2) Given the reactants [CH:1]1([C:7]2[CH:12]=[CH:11][C:10]([NH2:13])=[CH:9][CH:8]=2)[CH2:6][CH2:5][CH2:4][CH2:3][CH2:2]1.C(OC([NH:21][CH2:22][CH2:23][CH2:24][CH2:25][C@@H:26]([NH:30]C(OCC1C2C=CC=CC=2C2C1=CC=CC=2)=O)[C:27](O)=[O:28])=O)(C)(C)C.[CH2:48]([N:55]=[C:56]=[O:57])[C:49]1[CH:54]=[CH:53][CH:52]=[CH:51][CH:50]=1, predict the reaction product. The product is: [CH:1]1([C:7]2[CH:8]=[CH:9][C:10]([NH:13][C:27](=[O:28])[C@H:26]([NH:30][C:56]([NH:55][CH2:48][C:49]3[CH:54]=[CH:53][CH:52]=[CH:51][CH:50]=3)=[O:57])[CH2:25][CH2:24][CH2:23][CH2:22][NH2:21])=[CH:11][CH:12]=2)[CH2:2][CH2:3][CH2:4][CH2:5][CH2:6]1. (3) Given the reactants [NH2:1][C:2]1[C:3]([C:18](=[O:20])[NH2:19])=[N:4][N:5]([C:10]2[CH:15]=[CH:14][C:13]([I:16])=[CH:12][C:11]=2[F:17])[C:6]=1C(O)=O.P(=O)(O)(O)O.[OH-].[Na+].CO.C(Cl)Cl, predict the reaction product. The product is: [NH2:1][C:2]1[C:3]([C:18]([NH2:19])=[O:20])=[N:4][N:5]([C:10]2[CH:15]=[CH:14][C:13]([I:16])=[CH:12][C:11]=2[F:17])[CH:6]=1. (4) Given the reactants [I-].[OH:2][C@@H:3]([C@H:5]1[C:53](=[O:54])[N:7]2[C:8]([C:40]([O:42]CC3C=CC([N+]([O-])=O)=CC=3)=[O:41])=[C:9]([C:12]3[S:16][C:15]4=[C:17]([S:38][CH3:39])[N:18]([CH2:20][C:21]([NH:23][O:24]C(OCC5C=CC([N+]([O-])=O)=CC=5)=O)=[O:22])[CH:19]=[N+:14]4[CH:13]=3)[C@H:10]([CH3:11])[C@H:6]12)[CH3:4].P([O-])([O-])([O-])=O.[Na+].[Na+].[Na+].[H][H], predict the reaction product. The product is: [OH:24][NH:23][C:21]([CH2:20][N:18]1[C:17]([S:38][CH3:39])=[C:15]2[S:16][C:12]([C:9]3[C@H:10]([CH3:11])[C@@H:6]4[C@@H:5]([C@H:3]([OH:2])[CH3:4])[C:53](=[O:54])[N:7]4[C:8]=3[C:40]([O-:42])=[O:41])=[CH:13][N+:14]2=[CH:19]1)=[O:22]. (5) Given the reactants [CH3:1][CH:2]([NH:4][CH2:5][C@H:6]1[CH2:11][N:10]([C:12]([O:14][C:15]([CH3:18])([CH3:17])[CH3:16])=[O:13])[CH2:9][CH2:8][N:7]1[C:19]([O:21][C:22]([CH3:25])([CH3:24])[CH3:23])=[O:20])[CH3:3].CCN(C(C)C)C(C)C.[CH3:35][S:36](Cl)(=[O:38])=[O:37], predict the reaction product. The product is: [CH3:3][CH:2]([N:4]([CH2:5][C@H:6]1[CH2:11][N:10]([C:12]([O:14][C:15]([CH3:16])([CH3:17])[CH3:18])=[O:13])[CH2:9][CH2:8][N:7]1[C:19]([O:21][C:22]([CH3:23])([CH3:25])[CH3:24])=[O:20])[S:36]([CH3:35])(=[O:38])=[O:37])[CH3:1]. (6) Given the reactants CC1(C)C(C)(C)OB([C:9]2[CH:10]=[N:11][CH:12]=[CH:13][CH:14]=2)O1.Cl[C:17]1[CH:22]=[CH:21][C:20]([CH:23]([C:27]2[CH:32]=[CH:31][C:30]([C:33]3[CH:34]=[N:35][NH:36][CH:37]=3)=[CH:29][CH:28]=2)[CH2:24][NH:25][CH3:26])=[CH:19][CH:18]=1, predict the reaction product. The product is: [CH3:26][NH:25][CH2:24][CH:23]([C:27]1[CH:32]=[CH:31][C:30]([C:33]2[CH:34]=[N:35][NH:36][CH:37]=2)=[CH:29][CH:28]=1)[C:20]1[CH:19]=[CH:18][C:17]([C:9]2[CH:10]=[N:11][CH:12]=[CH:13][CH:14]=2)=[CH:22][CH:21]=1. (7) The product is: [Br:3][C:4]1[CH:5]=[C:6]([C:18]2([CH2:17][C:16]([O:15][CH2:13][CH3:14])=[O:29])[CH2:19][N:20]([C:22]([O:24][C:25]([CH3:28])([CH3:27])[CH3:26])=[O:23])[CH2:21]2)[CH:7]=[CH:8][CH:9]=1. Given the reactants [OH-].[K+].[Br:3][C:4]1[CH:5]=[C:6](B(O)O)[CH:7]=[CH:8][CH:9]=1.[CH2:13]([O:15][C:16](=[O:29])[CH:17]=[C:18]1[CH2:21][N:20]([C:22]([O:24][C:25]([CH3:28])([CH3:27])[CH3:26])=[O:23])[CH2:19]1)[CH3:14], predict the reaction product.